This data is from Forward reaction prediction with 1.9M reactions from USPTO patents (1976-2016). The task is: Predict the product of the given reaction. The product is: [C:32]1([CH:7]([C:1]2[CH:2]=[CH:3][CH:4]=[CH:5][CH:6]=2)[N:8]2[C:16]3[C:11](=[CH:12][CH:13]=[CH:14][CH:15]=3)[C:10]3([C:17]4[CH:22]=[CH:21][C:20]([O:23][C:24]([F:26])([F:25])[F:27])=[CH:19][C:18]=4[O:28][CH2:29]3)[C:9]2=[O:31])[CH:37]=[CH:36][CH:35]=[CH:34][CH:33]=1. Given the reactants [C:1]1([CH:7]([C:32]2[CH:37]=[CH:36][CH:35]=[CH:34][CH:33]=2)[N:8]2[C:16]3[C:11](=[CH:12][CH:13]=[CH:14][CH:15]=3)[C:10]([CH2:29]O)([C:17]3[CH:22]=[CH:21][C:20]([O:23][C:24]([F:27])([F:26])[F:25])=[CH:19][C:18]=3[OH:28])[C:9]2=[O:31])[CH:6]=[CH:5][CH:4]=[CH:3][CH:2]=1.C1(P(C2C=CC=CC=2)C2C=CC=CC=2)C=CC=CC=1.N(C(OCC)=O)=NC(OCC)=O, predict the reaction product.